The task is: Predict the product of the given reaction.. This data is from Forward reaction prediction with 1.9M reactions from USPTO patents (1976-2016). (1) The product is: [O:12]1[CH2:11][CH2:10][CH:9]([N:7]2[CH:8]=[C:4]([NH2:1])[CH:5]=[N:6]2)[CH2:14][CH2:13]1. Given the reactants [N+:1]([C:4]1[CH:5]=[N:6][N:7]([CH:9]2[CH2:14][CH2:13][O:12][CH2:11][CH2:10]2)[CH:8]=1)([O-])=O, predict the reaction product. (2) Given the reactants [NH:1]1[C:9]2[C:4](=[CH:5][CH:6]=[N:7][CH:8]=2)[CH:3]=[CH:2]1.C[Mg]I.[C:13](Cl)(=[O:17])[C:14](Cl)=[O:15].[N:19]1C=CC=CC=1.N, predict the reaction product. The product is: [O:15]=[C:14]([C:3]1[C:4]2[C:9](=[CH:8][N:7]=[CH:6][CH:5]=2)[NH:1][CH:2]=1)[C:13]([NH2:19])=[O:17].